This data is from Forward reaction prediction with 1.9M reactions from USPTO patents (1976-2016). The task is: Predict the product of the given reaction. (1) Given the reactants [Cl:1][C:2]1[CH:3]=[C:4]([CH2:10][C:11]([OH:13])=[O:12])[CH:5]=[CH:6][C:7]=1[S:8][CH3:9].S(=O)(=O)(O)O.[CH3:19]O, predict the reaction product. The product is: [CH3:19][O:12][C:11](=[O:13])[CH2:10][C:4]1[CH:5]=[CH:6][C:7]([S:8][CH3:9])=[C:2]([Cl:1])[CH:3]=1. (2) The product is: [Br:1][C:2]1[CH:3]=[C:4]2[C:8](=[CH:9][CH:10]=1)[CH2:7][CH:6]([N:11]1[CH2:16][CH2:15][N:14]([CH2:33][CH2:32][C:30]3[CH:29]=[CH:28][C:27]4[C:23](=[O:22])[O:24][CH2:25][C:26]=4[CH:31]=3)[CH2:13][C:12]1=[O:17])[CH2:5]2. Given the reactants [Br:1][C:2]1[CH:3]=[C:4]2[C:8](=[CH:9][CH:10]=1)[CH2:7][CH:6]([N:11]1[CH2:16][CH2:15][NH:14][CH2:13][C:12]1=[O:17])[CH2:5]2.CC(O)=O.[O:22]=[C:23]1[C:27]2[CH:28]=[CH:29][C:30]([CH2:32][CH:33]=O)=[CH:31][C:26]=2[CH2:25][O:24]1.[BH3-]C#N.[Na+], predict the reaction product. (3) Given the reactants CO[C:3]([C:5]1[N:6]([CH3:20])[C:7]([C:10]2[S:18][C:17]3[C:12](=[N:13][CH:14]=[CH:15][C:16]=3[Cl:19])[CH:11]=2)=[CH:8][N:9]=1)=[O:4].[NH2:21][C:22]1[CH:27]=[CH:26][CH:25]=[CH:24][N:23]=1, predict the reaction product. The product is: [N:23]1[CH:24]=[CH:25][CH:26]=[CH:27][C:22]=1[NH:21][C:3]([C:5]1[N:6]([CH3:20])[C:7]([C:10]2[S:18][C:17]3[C:12](=[N:13][CH:14]=[CH:15][C:16]=3[Cl:19])[CH:11]=2)=[CH:8][N:9]=1)=[O:4]. (4) Given the reactants [CH3:1][N:2]1[CH2:7][CH2:6][N:5]([C:8]2[CH:9]=[CH:10][C:11]([C:14]([O:16]C)=[O:15])=[N:12][CH:13]=2)[CH2:4][CH2:3]1.CO.[OH-].[Li+], predict the reaction product. The product is: [CH3:1][N:2]1[CH2:7][CH2:6][N:5]([C:8]2[CH:9]=[CH:10][C:11]([C:14]([OH:16])=[O:15])=[N:12][CH:13]=2)[CH2:4][CH2:3]1. (5) Given the reactants [CH3:1][O:2][C:3]1[N:8]=[C:7]([C:9]2[S:13][C:12]([CH:14]=[O:15])=[CH:11][CH:10]=2)[CH:6]=[C:5]([NH:16][CH2:17][CH2:18][C:19]2[CH:24]=[CH:23][C:22]([O:25][CH3:26])=[CH:21][CH:20]=2)[N:4]=1.S([CH2:37][N+:38]#[C-:39])(C1C=CC(C)=CC=1)(=O)=O.C([O-])([O-])=O.[K+].[K+], predict the reaction product. The product is: [CH3:1][O:2][C:3]1[N:4]=[C:5]([NH:16][CH2:17][CH2:18][C:19]2[CH:20]=[CH:21][C:22]([O:25][CH3:26])=[CH:23][CH:24]=2)[CH:6]=[C:7]([C:9]2[S:13][C:12]([C:14]3[O:15][CH:39]=[N:38][CH:37]=3)=[CH:11][CH:10]=2)[N:8]=1. (6) Given the reactants [CH2:1]([N:8]1[C:16]2[C:11](=[CH:12][CH:13]=[C:14]([Cl:17])[CH:15]=2)[C:10]([S:18][C:19]2[CH:24]=[CH:23][CH:22]=[C:21]([Br:25])[CH:20]=2)=[C:9]1C(O)=O)[C:2]1[CH:7]=[CH:6][CH:5]=[CH:4][CH:3]=1, predict the reaction product. The product is: [CH2:1]([N:8]1[C:16]2[C:11](=[CH:12][CH:13]=[C:14]([Cl:17])[CH:15]=2)[C:10]([S:18][C:19]2[CH:24]=[CH:23][CH:22]=[C:21]([Br:25])[CH:20]=2)=[CH:9]1)[C:2]1[CH:3]=[CH:4][CH:5]=[CH:6][CH:7]=1.